From a dataset of Catalyst prediction with 721,799 reactions and 888 catalyst types from USPTO. Predict which catalyst facilitates the given reaction. (1) Reactant: [NH3:1].[CH3:2][C@@H:3]1[S:8][C:7]2[S:9][C:10]([S:12](Cl)(=[O:14])=[O:13])=[CH:11][C:6]=2[C:5](=[O:16])[CH2:4]1. Product: [CH3:2][C@@H:3]1[S:8][C:7]2[S:9][C:10]([S:12]([NH2:1])(=[O:14])=[O:13])=[CH:11][C:6]=2[C:5](=[O:16])[CH2:4]1. The catalyst class is: 21. (2) Reactant: I[C:2]1[CH:3]=[CH:4][C:5]([NH:8][C:9]([NH:11][CH2:12][C:13]2[CH:18]=[CH:17][CH:16]=[CH:15][C:14]=2[O:19][CH3:20])=[NH:10])=[N:6][CH:7]=1.[F:21][C:22]([F:34])([F:33])[C:23]1[CH:28]=[CH:27][C:26](OB(O)O)=[CH:25][CH:24]=1.C(=O)([O-])[O-].[Na+].[Na+]. Product: [CH3:20][O:19][C:14]1[CH:15]=[CH:16][CH:17]=[CH:18][C:13]=1[CH2:12][NH:11][C:9]([NH:8][C:5]1[CH:4]=[CH:3][C:2]([C:26]2[CH:27]=[CH:28][C:23]([C:22]([F:34])([F:33])[F:21])=[CH:24][CH:25]=2)=[CH:7][N:6]=1)=[NH:10]. The catalyst class is: 492. (3) Reactant: [Cl:1][C:2]1[C:7]([C:8]#[N:9])=[C:6]([Cl:10])[N:5]=[C:4]([NH:11]C(=O)OC(C)(C)C)[CH:3]=1.C(O)(C(F)(F)F)=O. Product: [NH2:11][C:4]1[CH:3]=[C:2]([Cl:1])[C:7]([C:8]#[N:9])=[C:6]([Cl:10])[N:5]=1. The catalyst class is: 4.